From a dataset of Forward reaction prediction with 1.9M reactions from USPTO patents (1976-2016). Predict the product of the given reaction. (1) Given the reactants Br[CH2:2][C:3]([NH:5][C:6]([C:9]1[CH:18]=[C:17]2[C:12]([CH2:13][NH:14][C:15](=[O:27])[N:16]2[C:19]2[C:24]([Cl:25])=[CH:23][CH:22]=[CH:21][C:20]=2[Cl:26])=[C:11]([C:28]2[CH:33]=[CH:32][CH:31]=[CH:30][C:29]=2[Cl:34])[CH:10]=1)([CH3:8])[CH3:7])=[O:4].[NH:35]1[CH2:40][CH2:39][O:38][CH2:37][CH2:36]1.C(N(C(C)C)CC)(C)C, predict the reaction product. The product is: [Cl:34][C:29]1[CH:30]=[CH:31][CH:32]=[CH:33][C:28]=1[C:11]1[CH:10]=[C:9]([C:6]([NH:5][C:3](=[O:4])[CH2:2][N:35]2[CH2:40][CH2:39][O:38][CH2:37][CH2:36]2)([CH3:8])[CH3:7])[CH:18]=[C:17]2[C:12]=1[CH2:13][NH:14][C:15](=[O:27])[N:16]2[C:19]1[C:24]([Cl:25])=[CH:23][CH:22]=[CH:21][C:20]=1[Cl:26]. (2) Given the reactants Cl.[NH2:2][C:3]1C(O)=CC=[CH:6][C:4]=1O.[O:11]([CH2:15][CH3:16])[C:12]([S-:14])=S.[K+].[C:18](=[O:21])([O-])[O-].[K+].[K+].C(O)(=O)C, predict the reaction product. The product is: [SH:14][C:12]1[O:11][C:15]2[CH:16]=[C:18]([OH:21])[CH:6]=[CH:4][C:3]=2[N:2]=1. (3) Given the reactants CCN(C(C)C)C(C)C.[O:10]([CH2:17][C:18](Cl)=[O:19])[C:11]1[CH:16]=[CH:15][CH:14]=[CH:13][CH:12]=1.[NH2:21][C:22]1[CH:23]=[CH:24][C:25]([N:49]2[C:57]3[C:52](=[CH:53][CH:54]=[CH:55][CH:56]=3)[C:51]([C:58](=[O:72])[N:59]([C:66]3[CH:71]=[CH:70][CH:69]=[CH:68][CH:67]=3)[C:60]3[CH:65]=[CH:64][CH:63]=[CH:62][CH:61]=3)=[N:50]2)=[C:26]([CH:48]=1)[C:27]([N:29]1[C@H:38]([CH2:39][NH:40][C:41](=[O:47])[O:42][C:43]([CH3:46])([CH3:45])[CH3:44])[CH2:37][C:36]2[C:31](=[CH:32][CH:33]=[CH:34][CH:35]=2)[CH2:30]1)=[O:28], predict the reaction product. The product is: [C:66]1([N:59]([C:60]2[CH:61]=[CH:62][CH:63]=[CH:64][CH:65]=2)[C:58]([C:51]2[C:52]3[C:57](=[CH:56][CH:55]=[CH:54][CH:53]=3)[N:49]([C:25]3[CH:24]=[CH:23][C:22]([NH:21][C:18](=[O:19])[CH2:17][O:10][C:11]4[CH:16]=[CH:15][CH:14]=[CH:13][CH:12]=4)=[CH:48][C:26]=3[C:27]([N:29]3[C@H:38]([CH2:39][NH:40][C:41](=[O:47])[O:42][C:43]([CH3:46])([CH3:45])[CH3:44])[CH2:37][C:36]4[C:31](=[CH:32][CH:33]=[CH:34][CH:35]=4)[CH2:30]3)=[O:28])[N:50]=2)=[O:72])[CH:71]=[CH:70][CH:69]=[CH:68][CH:67]=1. (4) Given the reactants [N+:1]([C:4]1[C:13]2[C:8](=[CH:9][CH:10]=[CH:11][CH:12]=2)[C:7]([NH2:14])=[CH:6][CH:5]=1)([O-:3])=[O:2].[BH3-]C#N.[Na+].[H][H].O.[F:22][C:23]([F:27])([F:26])[CH:24]=O, predict the reaction product. The product is: [N+:1]([C:4]1[C:13]2[C:8](=[CH:9][CH:10]=[CH:11][CH:12]=2)[C:7]([NH:14][CH2:24][C:23]([F:27])([F:26])[F:22])=[CH:6][CH:5]=1)([O-:3])=[O:2]. (5) Given the reactants Cl[C:2]1[C:7]([C:8]([NH:10][C:11]2[CH:16]=[CH:15][C:14]([N:17]([CH2:25][CH2:26][C:27]3[CH:32]=[CH:31][CH:30]=[CH:29][N:28]=3)[C:18](=[O:24])[O:19][C:20]([CH3:23])([CH3:22])[CH3:21])=[CH:13][CH:12]=2)=[O:9])=[CH:6][CH:5]=[C:4]([CH3:33])[N:3]=1.[CH3:34][S-:35].[Na+].C(OCC)(=O)C.O, predict the reaction product. The product is: [CH3:33][C:4]1[N:3]=[C:2]([S:35][CH3:34])[C:7]([C:8]([NH:10][C:11]2[CH:12]=[CH:13][C:14]([N:17]([CH2:25][CH2:26][C:27]3[CH:32]=[CH:31][CH:30]=[CH:29][N:28]=3)[C:18](=[O:24])[O:19][C:20]([CH3:23])([CH3:22])[CH3:21])=[CH:15][CH:16]=2)=[O:9])=[CH:6][CH:5]=1.